Dataset: Reaction yield outcomes from USPTO patents with 853,638 reactions. Task: Predict the reaction yield, written as a fraction of the theoretical maximum amount of product (1.0 means a 100% yield; for example, 0.34 means a 34% yield). (1) The reactants are [CH3:1][N:2]1[C:6]([C:7](Cl)=[O:8])=[CH:5][N:4]=[CH:3]1.[Cl:10][C:11]1[CH:12]=[CH:13][C:14]([C:17]([NH:19]O)=[NH:18])=[N:15][CH:16]=1.O. The catalyst is N1C=CC=CC=1. The product is [Cl:10][C:11]1[CH:12]=[CH:13][C:14]([C:17]2[N:19]=[C:7]([C:6]3[N:2]([CH3:1])[CH:3]=[N:4][CH:5]=3)[O:8][N:18]=2)=[N:15][CH:16]=1. The yield is 0.0500. (2) The reactants are [F:1][C:2]1[C:10]([O:11][CH3:12])=[C:9]2[C:5]([C:6](=[O:14])C(=O)[NH:8]2)=[C:4]([C:15]2[CH:20]=[CH:19][C:18]([F:21])=[CH:17][CH:16]=2)[CH:3]=1.[OH-:22].[Na+].OO.Cl. The yield is 0.990. The product is [NH2:8][C:9]1[C:10]([O:11][CH3:12])=[C:2]([F:1])[CH:3]=[C:4]([C:15]2[CH:20]=[CH:19][C:18]([F:21])=[CH:17][CH:16]=2)[C:5]=1[C:6]([OH:14])=[O:22]. No catalyst specified. (3) The yield is 0.630. The catalyst is CO. The reactants are C([O:3][C:4]([C:6]1[CH:7]=[N:8][N:9]([CH:15]2[CH2:19][CH2:18][CH2:17][CH2:16]2)[C:10]=1[C:11]([F:14])([F:13])[F:12])=[O:5])C.O.[OH-].[Li+]. The product is [CH:15]1([N:9]2[C:10]([C:11]([F:12])([F:13])[F:14])=[C:6]([C:4]([OH:5])=[O:3])[CH:7]=[N:8]2)[CH2:16][CH2:17][CH2:18][CH2:19]1. (4) The product is [NH2:63][C@H:64]([C:69]([O:1][C@@H:2]1[C:10]2[C:5](=[CH:6][CH:7]=[CH:8][CH:9]=2)[CH2:4][C@@:3]1([CH2:20][C:21]1[CH:30]=[CH:29][C:24]([C:25](=[O:26])[NH:27][CH3:28])=[CH:23][CH:22]=1)[C:11]1[CH2:12][C:13]2[C:18]([CH:19]=1)=[CH:17][CH:16]=[CH:15][CH:14]=2)=[O:70])[CH2:65][CH:66]([CH3:68])[CH3:67]. The catalyst is CN(C1C=CN=CC=1)C.C(OCC)(=O)C. The reactants are [OH:1][C@@H:2]1[C:10]2[C:5](=[CH:6][CH:7]=[CH:8][CH:9]=2)[CH2:4][C@@:3]1([CH2:20][C:21]1[CH:30]=[CH:29][C:24]([C:25]([NH:27][CH3:28])=[O:26])=[CH:23][CH:22]=1)[C:11]1[CH2:12][C:13]2[C:18]([CH:19]=1)=[CH:17][CH:16]=[CH:15][CH:14]=2.C1CCC(N=C=NC2CCCCC2)CC1.C([NH:63][C@H:64]([C:69](O)=[O:70])[CH2:65][CH:66]([CH3:68])[CH3:67])(OCC1C2C(=CC=CC=2)C2C1=CC=CC=2)=O. The yield is 0.390. (5) The reactants are Cl.[CH3:2][O:3][C:4]1[CH:5]=[C:6]([NH:10][NH2:11])[CH:7]=[CH:8][CH:9]=1.[C:12]([CH2:18][C:19]#[N:20])(=O)[C:13]([CH3:16])([CH3:15])[CH3:14]. The catalyst is C1(C)C=CC=CC=1. The product is [C:13]([C:12]1[CH:18]=[C:19]([NH2:20])[N:10]([C:6]2[CH:7]=[CH:8][CH:9]=[C:4]([O:3][CH3:2])[CH:5]=2)[N:11]=1)([CH3:16])([CH3:15])[CH3:14]. The yield is 0.00890. (6) The reactants are [Cl:1][C:2]1[N:10]=[C:9]2[C:5]([N:6]=[CH:7][N:8]2[CH:11]2[CH2:16][CH2:15][CH2:14][CH2:13][O:12]2)=[C:4]([N:17]2[CH2:22][CH2:21][O:20][CH2:19][CH2:18]2)[N:3]=1.CN(C)CCN(C)C.[Li]CCCC.[F:36][C:37]([F:44])([F:43])[C:38](OCC)=[O:39]. The catalyst is C1COCC1. The product is [Cl:1][C:2]1[N:10]=[C:9]2[C:5]([N:6]=[C:7]([C:38](=[O:39])[C:37]([F:44])([F:43])[F:36])[N:8]2[CH:11]2[CH2:16][CH2:15][CH2:14][CH2:13][O:12]2)=[C:4]([N:17]2[CH2:22][CH2:21][O:20][CH2:19][CH2:18]2)[N:3]=1. The yield is 0.700. (7) The reactants are [OH-:1].[Na+:2].C([OH:5])C.[CH:6]1[N:10]=[CH:9][N:8]([CH2:11][C:12]([P:18]([OH:21])([OH:20])=[O:19])([P:14]([OH:17])([OH:16])=[O:15])[OH:13])[CH:7]=1. The catalyst is O. The product is [CH:6]1[N:10]=[CH:9][N:8]([CH2:11][C:12]([P:14]([O-:17])([OH:16])=[O:15])([P:18]([O-:20])([OH:21])=[O:19])[OH:13])[CH:7]=1.[OH2:5].[OH2:1].[OH2:5].[OH2:5].[Na+:2].[Na+:2]. The yield is 0.980. (8) The reactants are Cl.[Cl:2][C:3]1[CH:4]=[C:5]([CH:15]([NH2:17])[CH3:16])[CH:6]=[N:7][C:8]=1[O:9][CH2:10][C:11]([F:14])([F:13])[F:12].[NH2:18][C:19]1[O:20][C:21]([C:25](O)=[O:26])=[C:22]([CH3:24])[N:23]=1. No catalyst specified. The product is [NH2:18][C:19]1[O:20][C:21]([C:25]([NH:17][CH:15]([C:5]2[CH:6]=[N:7][C:8]([O:9][CH2:10][C:11]([F:12])([F:13])[F:14])=[C:3]([Cl:2])[CH:4]=2)[CH3:16])=[O:26])=[C:22]([CH3:24])[N:23]=1. The yield is 0.410. (9) The reactants are [N+](C1C=CC(O[C:11](=[O:36])[NH:12][CH:13]([CH3:35])[C:14]#[C:15][C:16]2[S:20][C:19]([O:21][C:22]3[CH:27]=[CH:26][C:25]([O:28][C:29]4[CH:34]=[CH:33][CH:32]=[CH:31][CH:30]=4)=[CH:24][CH:23]=3)=[N:18][CH:17]=2)=CC=1)([O-])=O.[Si]([NH:44][OH:45])(C(C)(C)C)(C)C. The catalyst is C(#N)C. The product is [OH:45][NH:44][C:11]([NH:12][CH:13]([CH3:35])[C:14]#[C:15][C:16]1[S:20][C:19]([O:21][C:22]2[CH:27]=[CH:26][C:25]([O:28][C:29]3[CH:34]=[CH:33][CH:32]=[CH:31][CH:30]=3)=[CH:24][CH:23]=2)=[N:18][CH:17]=1)=[O:36]. The yield is 1.00.